Dataset: Forward reaction prediction with 1.9M reactions from USPTO patents (1976-2016). Task: Predict the product of the given reaction. (1) Given the reactants [Cl:1][C:2]1[CH:10]=[C:9](I)[C:5]2[O:6][CH2:7][O:8][C:4]=2[C:3]=1[NH2:12].[CH3:13][O:14][CH2:15][CH2:16][O:17][CH2:18][C:19]#[CH:20].C(NC(C)C)(C)C, predict the reaction product. The product is: [Cl:1][C:2]1[CH:10]=[C:9]([C:20]#[C:19][CH2:18][O:17][CH2:16][CH2:15][O:14][CH3:13])[C:5]2[O:6][CH2:7][O:8][C:4]=2[C:3]=1[NH2:12]. (2) The product is: [CH2:1]([O:3][C:4]1[N:8]([CH2:9][C:10]2[CH:11]=[CH:12][C:13]([C:16]3[CH:21]=[CH:20][CH:19]=[CH:18][C:17]=3[C:22]3[NH:23][N:24]=[N:25][N:26]=3)=[CH:14][CH:15]=2)[C:7]2[C:46]([C:50]([O:52][C:53]([O:56][C:57]([O:59][CH2:60][CH2:61][CH2:62][CH2:63][CH:64]([O:70][N+:71]([O-:73])=[O:72])[CH2:65][O:66][N+:67]([O-:69])=[O:68])=[O:58])([CH3:55])[CH3:54])=[O:51])=[CH:47][CH:48]=[CH:49][C:6]=2[N:5]=1)[CH3:2]. Given the reactants [CH2:1]([O:3][C:4]1[N:8]([CH2:9][C:10]2[CH:15]=[CH:14][C:13]([C:16]3[CH:21]=[CH:20][CH:19]=[CH:18][C:17]=3[C:22]3[N:26](C(C4C=CC=CC=4)(C4C=CC=CC=4)C4C=CC=CC=4)[N:25]=[N:24][N:23]=3)=[CH:12][CH:11]=2)[C:7]2[C:46]([C:50]([O:52][C:53]([O:56][C:57]([O:59][CH2:60][CH2:61][CH2:62][CH2:63][CH:64]([O:70][N+:71]([O-:73])=[O:72])[CH2:65][O:66][N+:67]([O-:69])=[O:68])=[O:58])([CH3:55])[CH3:54])=[O:51])=[CH:47][CH:48]=[CH:49][C:6]=2[N:5]=1)[CH3:2], predict the reaction product. (3) Given the reactants [OH:1][C:2]1[CH:3]=[C:4]([CH2:8][C:9]([OH:11])=O)[CH:5]=[CH:6][CH:7]=1.[NH2:12][C:13]1[C:22]2[N:23]=[C:24]([CH2:29][CH2:30][CH2:31][CH3:32])[N:25]([CH2:26][CH2:27][NH2:28])[C:21]=2[C:20]2[N:19]=[CH:18][CH:17]=[CH:16][C:15]=2[N:14]=1, predict the reaction product. The product is: [NH2:12][C:13]1[C:22]2[N:23]=[C:24]([CH2:29][CH2:30][CH2:31][CH3:32])[N:25]([CH2:26][CH2:27][NH:28][C:9](=[O:11])[CH2:8][C:4]3[CH:5]=[CH:6][CH:7]=[C:2]([OH:1])[CH:3]=3)[C:21]=2[C:20]2[N:19]=[CH:18][CH:17]=[CH:16][C:15]=2[N:14]=1. (4) Given the reactants [NH2:1][C:2]1[CH:3]=[C:4]([OH:8])[CH:5]=[CH:6][CH:7]=1.[Br:9][C:10]1[C:11]([NH:17][CH:18]([C:20]2[CH:25]=[CH:24][C:23]([F:26])=[CH:22][CH:21]=2)[CH3:19])=[N:12][C:13](Cl)=[N:14][CH:15]=1, predict the reaction product. The product is: [Br:9][C:10]1[C:11]([NH:17][CH:18]([C:20]2[CH:25]=[CH:24][C:23]([F:26])=[CH:22][CH:21]=2)[CH3:19])=[N:12][C:13]([NH:1][C:2]2[CH:7]=[CH:6][CH:5]=[C:4]([OH:8])[CH:3]=2)=[N:14][CH:15]=1. (5) Given the reactants C(OC([NH:11][NH:12][C:13]([C:15]1([CH2:28][C:29]2[CH:34]=[CH:33][CH:32]=[C:31]([NH:35][C:36]3[N:40]([C:41]([CH3:44])([CH3:43])[CH3:42])[N:39]=[CH:38][CH:37]=3)[N:30]=2)[CH2:20][CH2:19][N:18]([C:21]([O:23][C:24]([CH3:27])([CH3:26])[CH3:25])=[O:22])[CH2:17][CH2:16]1)=[O:14])=O)C1C=CC=CC=1, predict the reaction product. The product is: [C:41]([N:40]1[C:36]([NH:35][C:31]2[N:30]=[C:29]([CH2:28][C:15]3([C:13]([NH:12][NH2:11])=[O:14])[CH2:20][CH2:19][N:18]([C:21]([O:23][C:24]([CH3:26])([CH3:25])[CH3:27])=[O:22])[CH2:17][CH2:16]3)[CH:34]=[CH:33][CH:32]=2)=[CH:37][CH:38]=[N:39]1)([CH3:42])([CH3:43])[CH3:44]. (6) Given the reactants C(OC([N:11]1[CH2:19][CH2:18][CH:17]2[CH:13]([CH2:14][CH:15]([C:21]3[CH:26]=[CH:25][CH:24]=[CH:23][C:22]=3[F:27])[C:16]2=[O:20])[CH2:12]1)=O)C1C=CC=CC=1, predict the reaction product. The product is: [F:27][C:22]1[CH:23]=[CH:24][CH:25]=[CH:26][C:21]=1[CH:15]1[CH2:14][CH:13]2[CH:17]([CH2:18][CH2:19][NH:11][CH2:12]2)[C:16]1=[O:20]. (7) The product is: [F:34][C:33]([F:36])([F:35])[S:30]([O:39][C:13]1[C:12]2[C:7](=[CH:8][CH:9]=[CH:10][CH:11]=2)[C:6]([CH:14]=[O:15])=[CH:5][CH:4]=1)(=[O:32])=[O:31]. Given the reactants [H-].[Na+].O[C:4]1[CH:5]=[C:6]([CH:14]=[O:15])[C:7]2[C:12]([CH:13]=1)=[CH:11][CH:10]=[CH:9][CH:8]=2.C1C=CC(N([S:30]([C:33]([F:36])([F:35])[F:34])(=[O:32])=[O:31])[S:30]([C:33]([F:36])([F:35])[F:34])(=[O:32])=[O:31])=CC=1.[Cl-].[NH4+].[O:39]1CCCC1, predict the reaction product. (8) Given the reactants [Cl:1][C:2]1[CH:21]=[CH:20][C:19]([NH:22][CH2:23][CH2:24]Cl)=[CH:18][C:3]=1[C:4]([NH:6][CH2:7][C:8]12[CH2:17][CH:12]3[CH2:13][CH:14]([CH2:16][CH:10]([CH2:11]3)[CH2:9]1)[CH2:15]2)=[O:5].[CH3:26][N:27]1[C:31]([CH2:32][CH2:33][NH2:34])=[CH:30][N:29]=[CH:28]1.C(N(CC)C(C)C)(C)C.[I-].[K+].[Na].C(=O)([O-])O, predict the reaction product. The product is: [Cl:1][C:2]1[CH:21]=[CH:20][C:19]([NH:22][CH2:23][CH2:24][NH:34][CH2:33][CH2:32][C:31]2[N:27]([CH3:26])[CH:28]=[N:29][CH:30]=2)=[CH:18][C:3]=1[C:4]([NH:6][CH2:7][C:8]12[CH2:17][CH:12]3[CH2:13][CH:14]([CH2:16][CH:10]([CH2:11]3)[CH2:9]1)[CH2:15]2)=[O:5]. (9) Given the reactants [Cl:1][C:2]1[CH:7]=[CH:6][C:5]([NH:8][CH:9]2[CH2:12][N:11](C(OC(C)(C)C)=O)[CH2:10]2)=[C:4]([N+:20]([O-:22])=[O:21])[CH:3]=1.FC(F)(F)C(O)=O, predict the reaction product. The product is: [Cl:1][C:2]1[CH:7]=[CH:6][C:5]([NH:8][CH:9]2[CH2:12][NH:11][CH2:10]2)=[C:4]([N+:20]([O-:22])=[O:21])[CH:3]=1.